From a dataset of Human Reference Interactome with 51,813 positive PPI pairs across 8,248 proteins, plus equal number of experimentally-validated negative pairs. Binary Classification. Given two protein amino acid sequences, predict whether they physically interact or not. (1) Protein 1 (ENSG00000182533) has sequence MMAEEHTDLEAQIVKDIHCKEIDLVNRDPKNINEDIVKVDFEDVIAEPVGTYSFDGVWKVSYTTFTVSKYWCYRLLSTLLGVPLALLWGFLFACISFCHIWAVVPCIKSYLIEIQCISHIYSLCIRTFCNPLFAALGQVCSSIKVVLRKEV*. Protein 2 (ENSG00000117410) has sequence MWSNLGIGLAISLSVVGAAWGIYITGSSIIGGGVKAPRIKTKNLVSIIFCEAVAIYGIIMAIVISNMAEPFSATDPKAIGHRNYHAGYSMFGAGLTVGLSNLFCGVCVGIVGSGAALADAQNPSLFVKILIVEIFGSAIGLFGVIVAILQTSRVKMGD*MTGLALLYSGVFVAFWACALAVAVLSPGGSLRTPLQGGGPSARQLL*MWSNLGIGLAISLSVVGAAWGIYITGSSIIGGGVKAPRIKTKNLVSIIFCEAVAIYGIIMAIVISNMAEPFSATDPKAIGHRNYHAXAVGEAGS.... Result: 0 (the proteins do not interact). (2) Protein 1 (ENSG00000114698) has sequence MSGVVPTAPEQPAGEMENQTKPPDPRPDAPPEYNSHFLPGPPGTAVPPPTGYPGGLPMGYYSPQQPSTFPLYQPVGGIHPVRYQPGKYPMPNQSVPITWMPGPTPMANCPPGLEYLVQLDNIHVLQHFEPLEMMTCFETNNRYDIKNNSDQMVYIVTEDTDDFTRNAYRTLRPFVLRVTDCMGREIMTMQRPFRCTCCCFCCPSARQELEVQCPPGVTIGFVAEHWNLCRAVYSIQNEKKENVMRVRGPCSTYGCGSDSVFEVKSLDGISNIGSIIRKWNGLLSAMADADHFDIHFPLDL.... Protein 2 (ENSG00000170315) has sequence MQIFVKTLTGKTITLEVEPSDTIENVKAKIQDKEGIPPDQQRLIFAGKQLEDGRTLSDYNIQKESTLHLVLRLRGGMQIFVKTLTGKTITLEVEPSDTIENVKAKIQDKEGIPPDQQRLIFAGKQLEDGRTLSDYNIQKESTLHLVLRLRGGMQIFVKTLTGKTITLEVEPSDTIENVKAKIQDKEGIPPDQQRLIFAGKQLEDGRTLSDYNIQKESTLHLVLRLRGGC*MQIFVKTLTGKTITLEVEPSDTIENVKAKIQDKEGIPPDQQRLIFAGKQLEDGRTLSDYNIQKESTLHLV.... Result: 1 (the proteins interact). (3) Protein 1 (ENSG00000166889) has sequence MFRYESLEDCPLDEDEDAFQGLGEEDEEIDQFNDDTFGSGAVDDDWQEAHERLAELEEKLPVAVNEQTGNGERDEMDLLGDHEENLAERLSKMVIENELEDPAIMRAVQTRPVLQPQPGSLNSSIWDGSEVLRRIRGPLLAQEMPTVSVLEYALPQRPPQGPEDDRDLSERALPRRSTSPIIGSPPVRAVPIGTPPKQMAVPSFTQQILCPKPVHVRPPMPPRYPAPYGERMSPNQLCSVPNSSLLGHPFPPSVPPVLSPLQRAQLLGGAQLQPGRMSPSQFARVPGFVGSPLAAMNPKL.... Protein 2 (ENSG00000065665) has sequence MGIKFLEVIKPFCAVLPEIQKPERKIQFREKVLWTAITLFIFLVCCQIPLFGIMSSDSADPFYWMRVILASNRGTLMELGISPIVTSGLIMQLLAGAKIIEVGDTPKDRALFNGAQKLFGMIITIGQAIVYVMTGMYGDPAEMGAGICLLIIIQLFVAGLIVLLLDELLQKGYGLGSGISLFIATNICETIVWKAFSPTTINTGRGTEFEGAVIALFHLLATRTDKVRALREAFYRQNLPNLMNLIATVFVFAVVIYFQGFRVDLPIKSARYRGQYSSYPIKLFYTSNIPIILQSALVSN.... Result: 0 (the proteins do not interact). (4) Protein 1 (ENSG00000109083) has sequence MAKDILGEAGLHFDELNKLRVLDPEVTQQTIELKEECKDFVDKIGQFQKIVGGLIELVDQLAKEAENEKMKSLAVSPRLECTGAISAHCKLCLSDSSDSPTSPSRVGGTTGHRCSELAQIYSKAERSSTAATSSPNSRKENAARKVSG*MAKDILGEAGLHFDELNKLRVLDPEVTQQTIELKEECKDFVDKIGQFQKIVGGLIELVDQLAKEAENEKMKAIGARNLLKSIAKQREAQQQQLQALIAEKKMQLERYRVEYEALCKVEAEQNEFIDQFIFQK*MTHLLLTATVTPSEQNSS.... Protein 2 (ENSG00000196976) has sequence MRDADADAGGGADGGDGRGGHSCRGGVDTAAAPAGGAPPAHAPGPGRDAASAARGSRMRPHIFTLSVPFPTPLEAEIAHGSLAPDAEPHQRVVGKDLTVSGRILVVRWKAEDCRLLRISVINFLDQLSLVVRTMQRFGPPVSR*. Result: 0 (the proteins do not interact). (5) Protein 1 (ENSG00000165716) has sequence MVEWRTCLSVAPGQQVYSGLWRDKDVTIKCGIEETLDSKARSDAAPRRELVLFDKPTRGTSIKEFREMTLSFLKANLGDLPSLPALVGQVLLMADFNKDNRVSLAEAKSVWALLQRNEFLLLLSLQEKEHASRLLGYCGDLYLTEGVPHGAWHAAALPPLLRPLLPPALQGALQQWLGPAWPWRAKIAIGLLEFVEELFHGSYGTFYMCETTLANVGYTATYDFKMADLQQVAPEATVRRFLQGRRCEHSTDCTYGRDCRAPCDRLMRQCKGDLIQPNLAKVCALLRGYLLPGAPADLRE.... Protein 2 (ENSG00000118242) has sequence MGLRDWLRTVCCCCGCECLEERALPEKEPLVSDNNPYSSFGATLVRDDEKNLWSMPHDVSHTEADDDRTLYNLIVIRNQQAKDSEEWQKLNYDIHTLRQVRREVRNRWKCILEDLGFQKEADSLLSVTKLSTISDSKNTRKAREMLLKLAEETNIFPTSWELSERYLFVVDRLIALDAAEEFFKLARRTYPKKPGVPCLADGQKELHYLPFPSP*MPHDVSHTEADDDRTLYNLIVIRNQQAKDSEEWQKLNYDIHTLRQVRREVRNRWKCILEDLGFQKEADSLLSVTKLSTISDSKNT.... Result: 0 (the proteins do not interact).